Dataset: Catalyst prediction with 721,799 reactions and 888 catalyst types from USPTO. Task: Predict which catalyst facilitates the given reaction. (1) Reactant: C([O:5][C:6]([CH2:8][O:9][C:10]([N:12]1[C:21]2[C:16](=[CH:17][C:18]([C:22]([F:25])([F:24])[F:23])=[CH:19][CH:20]=2)[C@@H:15]([N:26]([CH2:39][C:40]2[CH:45]=[C:44]([C:46]([F:49])([F:48])[F:47])[CH:43]=[C:42]([C:50]#[N:51])[CH:41]=2)[C:27]2[N:32]=[CH:31][C:30]([N:33]3[CH2:38][CH2:37][O:36][CH2:35][CH2:34]3)=[CH:29][N:28]=2)[CH2:14][C@H:13]1[CH2:52][CH3:53])=[O:11])=[O:7])(C)(C)C.C(=O)([O-])O.[Na+].C(OCC)(=O)C. Product: [C:6]([CH2:8][O:9][C:10]([N:12]1[C:21]2[C:16](=[CH:17][C:18]([C:22]([F:25])([F:24])[F:23])=[CH:19][CH:20]=2)[C@@H:15]([N:26]([CH2:39][C:40]2[CH:45]=[C:44]([C:46]([F:47])([F:48])[F:49])[CH:43]=[C:42]([C:50]#[N:51])[CH:41]=2)[C:27]2[N:32]=[CH:31][C:30]([N:33]3[CH2:38][CH2:37][O:36][CH2:35][CH2:34]3)=[CH:29][N:28]=2)[CH2:14][C@H:13]1[CH2:52][CH3:53])=[O:11])([OH:7])=[O:5]. The catalyst class is: 89. (2) Reactant: [OH:1][CH2:2][CH2:3][CH:4]1[CH2:9][CH2:8][CH:7]([OH:10])[CH2:6][CH2:5]1.Cl[O-].[Na+].C(O)(C)C.O. Product: [OH:1][CH2:2][CH2:3][CH:4]1[CH2:9][CH2:8][C:7](=[O:10])[CH2:6][CH2:5]1. The catalyst class is: 676. (3) Reactant: [CH3:1][O:2][C:3]1[CH:4]=[C:5]2[C:10](=[CH:11][C:12]=1[O:13][CH3:14])[N:9]=[CH:8][CH:7]=[C:6]2[O:15][C:16]1[CH:22]=[CH:21][C:19]([NH2:20])=[CH:18][CH:17]=1.C1(C)C=CC=CC=1.C(N(CC)CC)C.Cl[C:38](Cl)([O:40][C:41](=[O:47])OC(Cl)(Cl)Cl)Cl.[F:49][C:50]1[CH:57]=[CH:56][C:53](CO)=[CH:52][CH:51]=1. Product: [CH3:1][O:2][C:3]1[CH:4]=[C:5]2[C:10](=[CH:11][C:12]=1[O:13][CH3:14])[N:9]=[CH:8][CH:7]=[C:6]2[O:15][C:16]1[CH:22]=[CH:21][C:19]([NH:20][C:41](=[O:47])[O:40][CH2:38][C:53]2[CH:56]=[CH:57][C:50]([F:49])=[CH:51][CH:52]=2)=[CH:18][CH:17]=1. The catalyst class is: 2. (4) Reactant: [C:1]([O:5][C:6]([N:8]1[CH2:11][CH:10]([C:12]2[CH:13]=[N:14][C:15]([N:18]=C(C3C=CC=CC=3)C3C=CC=CC=3)=[CH:16][CH:17]=2)[CH2:9]1)=[O:7])([CH3:4])([CH3:3])[CH3:2].C(O)(=O)CC(CC(O)=O)(C(O)=O)O. Product: [C:1]([O:5][C:6]([N:8]1[CH2:9][CH:10]([C:12]2[CH:13]=[N:14][C:15]([NH2:18])=[CH:16][CH:17]=2)[CH2:11]1)=[O:7])([CH3:4])([CH3:2])[CH3:3]. The catalyst class is: 1. (5) Reactant: Br[C:2]1[C:3]([O:12][CH3:13])=[CH:4][C:5]([O:10][CH3:11])=[C:6]([CH:9]=1)[CH:7]=[O:8].[S:14]1[C:18](B(O)O)=[CH:17][C:16]2[CH:22]=[CH:23][CH:24]=[CH:25][C:15]1=2.C(=O)([O-])[O-].[Na+].[Na+].O. Product: [S:14]1[C:18]([C:2]2[C:3]([O:12][CH3:13])=[CH:4][C:5]([O:10][CH3:11])=[C:6]([CH:9]=2)[CH:7]=[O:8])=[CH:17][C:16]2[CH:22]=[CH:23][CH:24]=[CH:25][C:15]1=2. The catalyst class is: 837.